From a dataset of Catalyst prediction with 721,799 reactions and 888 catalyst types from USPTO. Predict which catalyst facilitates the given reaction. The catalyst class is: 13. Product: [N:35]1[NH:36][N:37]=[N:38][C:34]=1[C:32]1[CH:31]=[CH:30][C:28]2[N:29]=[C:25]([N:22]3[CH2:23][CH2:24][CH:19]([O:18][CH2:17][C:5]4[C:6]([C:9]5[C:14]([Cl:15])=[CH:13][CH:12]=[CH:11][C:10]=5[Cl:16])=[N:7][O:8][C:4]=4[CH:1]4[CH2:2][CH2:3]4)[CH2:20][CH2:21]3)[S:26][C:27]=2[CH:33]=1. Reactant: [CH:1]1([C:4]2[O:8][N:7]=[C:6]([C:9]3[C:14]([Cl:15])=[CH:13][CH:12]=[CH:11][C:10]=3[Cl:16])[C:5]=2[CH2:17][O:18][CH:19]2[CH2:24][CH2:23][N:22]([C:25]3[S:26][C:27]4[CH:33]=[C:32]([C:34]#[N:35])[CH:31]=[CH:30][C:28]=4[N:29]=3)[CH2:21][CH2:20]2)[CH2:3][CH2:2]1.[N-:36]=[N+:37]=[N-:38].[Na+].[Cl-].[NH4+].CN1CCCC1.